Dataset: Catalyst prediction with 721,799 reactions and 888 catalyst types from USPTO. Task: Predict which catalyst facilitates the given reaction. Reactant: [C:1]([NH:4][C:5]1[CH:13]=[CH:12][C:8]([C:9]([OH:11])=O)=[CH:7][CH:6]=1)(=[O:3])[CH3:2].CN(C=O)C.C(Cl)(=O)C(Cl)=O.[NH2:25][C:26]1[S:30][C:29]([NH:31][C:32]2[CH:41]=[CH:40][C:39]3[C:34](=[CH:35][CH:36]=[CH:37][CH:38]=3)[CH:33]=2)=[N:28][C:27]=1[C:42]([NH2:44])=[O:43]. Product: [C:1]([NH:4][C:5]1[CH:6]=[CH:7][C:8]([C:9]([NH:25][C:26]2[S:30][C:29]([NH:31][C:32]3[CH:41]=[CH:40][C:39]4[C:34](=[CH:35][CH:36]=[CH:37][CH:38]=4)[CH:33]=3)=[N:28][C:27]=2[C:42]([NH2:44])=[O:43])=[O:11])=[CH:12][CH:13]=1)(=[O:3])[CH3:2]. The catalyst class is: 859.